Task: Predict the reactants needed to synthesize the given product.. Dataset: Full USPTO retrosynthesis dataset with 1.9M reactions from patents (1976-2016) (1) Given the product [CH:1]1([N:6]2[C:10]([C:11]3[CH:16]=[CH:15][N:14]=[C:13]([NH:33][C:27]4[CH:32]=[CH:31][CH:30]=[CH:29][CH:28]=4)[N:12]=3)=[C:9]([C:20]3[CH:25]=[CH:24][C:23]([F:26])=[CH:22][CH:21]=3)[N:8]=[CH:7]2)[CH2:5][CH2:4][CH2:3][CH2:2]1, predict the reactants needed to synthesize it. The reactants are: [CH:1]1([N:6]2[C:10]([C:11]3[CH:16]=[CH:15][NH:14][C:13](=S(=O)=O)[N:12]=3)=[C:9]([C:20]3[CH:25]=[CH:24][C:23]([F:26])=[CH:22][CH:21]=3)[N:8]=[CH:7]2)[CH2:5][CH2:4][CH2:3][CH2:2]1.[CH:27]1([N:33]2C(C3C=CNC(=S(=O)=O)N=3)=C(C3C=CC(F)=CC=3)N=C2)[CH2:32][CH2:31][CH2:30][CH2:29][CH2:28]1. (2) Given the product [CH3:5][O:6][C:7]1[CH:12]=[C:11]2[C:10]([CH2:13][CH:14]([C:18]3[CH:23]=[CH:22][CH:21]=[CH:20][CH:19]=3)[C:15]2=[O:16])=[CH:9][CH:8]=1, predict the reactants needed to synthesize it. The reactants are: [Cl-].[Al+3].[Cl-].[Cl-].[CH3:5][O:6][C:7]1[CH:12]=[CH:11][C:10]([CH2:13][CH:14]([C:18]2[CH:23]=[CH:22][CH:21]=[CH:20][CH:19]=2)[C:15](Cl)=[O:16])=[CH:9][CH:8]=1. (3) Given the product [C:80]([O:79][C:78]([NH:77][CH2:76][CH2:75][N:73]1[CH:74]=[C:70]([CH2:69][C@@H:65]2[C@H:64]([NH:63][C:13](=[O:15])/[C:12](=[N:11]\[O:10][C:7]([CH3:8])([CH3:9])[C:6]([O:5][C:1]([CH3:3])([CH3:4])[CH3:2])=[O:29])/[C:16]3[N:17]=[C:18]([NH:21][C:22]([O:24][C:25]([CH3:28])([CH3:27])[CH3:26])=[O:23])[S:19][CH:20]=3)[C:67](=[O:68])[NH:66]2)[N:71]=[N:72]1)=[O:84])([CH3:83])([CH3:81])[CH3:82], predict the reactants needed to synthesize it. The reactants are: [C:1]([O:5][C:6](=[O:29])[C:7]([O:10]/[N:11]=[C:12](/[C:16]1[N:17]=[C:18]([NH:21][C:22]([O:24][C:25]([CH3:28])([CH3:27])[CH3:26])=[O:23])[S:19][CH:20]=1)\[C:13]([OH:15])=O)([CH3:9])[CH3:8])([CH3:4])([CH3:3])[CH3:2].CN(C(ON1N=NC2C=CC=NC1=2)=[N+](C)C)C.F[P-](F)(F)(F)(F)F.CCN(C(C)C)C(C)C.[NH2:63][C@@H:64]1[C:67](=[O:68])[NH:66][C@@H:65]1[CH2:69][C:70]1[N:71]=[N:72][N:73]([CH2:75][CH2:76][NH:77][C:78](=[O:84])[O:79][C:80]([CH3:83])([CH3:82])[CH3:81])[CH:74]=1. (4) Given the product [Br:17][C:12]1[CH:13]=[N:14][N:15]([CH3:16])[C:11]=1[C:3]1[CH:4]=[C:5]([C:7]([OH:9])=[O:8])[S:6][C:2]=1[Cl:1], predict the reactants needed to synthesize it. The reactants are: [Cl:1][C:2]1[S:6][C:5]([C:7]([O:9]C)=[O:8])=[CH:4][C:3]=1[C:11]1[N:15]([CH3:16])[N:14]=[CH:13][CH:12]=1.[Br:17]N1C(=O)CCC1=O.[OH-].[Na+]. (5) Given the product [F:33][C:28]1[CH:27]=[C:26]([NH:25][C:23](=[O:24])[CH2:22][C:20]2[NH:19][N:18]=[C:17]([NH:16][C:10]3[C:9]4[C:14](=[CH:15][C:6]([O:5][CH2:4][CH2:3][CH2:2][N:42]([CH2:43][CH2:44][OH:45])[CH2:38][CH:39]([CH3:41])[CH3:40])=[C:7]([O:34][CH3:35])[CH:8]=4)[N:13]=[CH:12][N:11]=3)[CH:21]=2)[CH:31]=[C:30]([F:32])[CH:29]=1, predict the reactants needed to synthesize it. The reactants are: Cl[CH2:2][CH2:3][CH2:4][O:5][C:6]1[CH:15]=[C:14]2[C:9]([C:10]([NH:16][C:17]3[CH:21]=[C:20]([CH2:22][C:23]([NH:25][C:26]4[CH:31]=[C:30]([F:32])[CH:29]=[C:28]([F:33])[CH:27]=4)=[O:24])[NH:19][N:18]=3)=[N:11][CH:12]=[N:13]2)=[CH:8][C:7]=1[O:34][CH3:35].[I-].[K+].[CH2:38]([NH:42][CH2:43][CH2:44][OH:45])[CH:39]([CH3:41])[CH3:40]. (6) Given the product [CH:27]1([NH:28][C:13](=[O:15])[C:12]2[CH:16]=[CH:17][CH:18]=[C:10]([C:9]#[C:8][CH2:7][CH2:6][CH2:5][C:3](=[O:4])[N:2]([CH3:1])[CH3:19])[CH:11]=2)[CH2:25][CH2:26]1, predict the reactants needed to synthesize it. The reactants are: [CH3:1][N:2]([CH3:19])[C:3]([CH2:5][CH2:6][CH2:7][C:8]#[C:9][C:10]1[CH:11]=[C:12]([CH:16]=[CH:17][CH:18]=1)[C:13]([OH:15])=O)=[O:4].CCN=C=N[CH2:25][CH2:26][CH2:27][N:28](C)C.C(N(CC)CC)C.C1(N)CC1. (7) Given the product [Cl:12][C:13]1[CH:14]=[C:15]([NH:16][C:7](=[O:9])[C:6]2[CH:10]=[C:2]([F:1])[CH:3]=[CH:4][C:5]=2[OH:11])[CH:17]=[C:18]([Cl:20])[CH:19]=1, predict the reactants needed to synthesize it. The reactants are: [F:1][C:2]1[CH:10]=[C:6]([C:7]([OH:9])=O)[C:5]([OH:11])=[CH:4][CH:3]=1.[Cl:12][C:13]1[CH:14]=[C:15]([CH:17]=[C:18]([Cl:20])[CH:19]=1)[NH2:16]. (8) The reactants are: C[O:2][C:3](=O)[C:4]([C:8]1[CH:13]=[CH:12][C:11]([CH2:14][N:15]([C:27]([O:29][C:30]([CH3:33])([CH3:32])[CH3:31])=[O:28])[CH2:16][CH2:17][CH2:18][NH:19][C:20]([O:22][C:23]([CH3:26])([CH3:25])[CH3:24])=[O:21])=[CH:10][CH:9]=1)=[CH:5]OC.[Br:35][C:36]1[CH:41]=[CH:40][C:39]([C:42]2[NH:46][C:45]([NH2:47])=[N:44][CH:43]=2)=[CH:38][CH:37]=1.C[O-].[Na+]. Given the product [C:30]([O:29][C:27](=[O:28])[N:15]([CH2:14][C:11]1[CH:12]=[CH:13][C:8]([C:4]2[C:3](=[O:2])[N:47]=[C:45]3[NH:46][C:42]([C:39]4[CH:38]=[CH:37][C:36]([Br:35])=[CH:41][CH:40]=4)=[CH:43][N:44]3[CH:5]=2)=[CH:9][CH:10]=1)[CH2:16][CH2:17][CH2:18][NH:19][C:20]([O:22][C:23]([CH3:25])([CH3:26])[CH3:24])=[O:21])([CH3:32])([CH3:31])[CH3:33], predict the reactants needed to synthesize it. (9) The reactants are: Br[C:2]1[C:12]2[O:11][CH2:10][CH2:9][N:8]([C:13]([O:15][C:16]([CH3:19])([CH3:18])[CH3:17])=[O:14])[CH2:7][C:6]=2[CH:5]=[CH:4][CH:3]=1.[CH3:20][O:21][C:22]1[CH:27]=[CH:26][CH:25]=[CH:24][C:23]=1B(O)O.O. Given the product [CH3:20][O:21][C:22]1[CH:27]=[CH:26][CH:25]=[CH:24][C:23]=1[C:2]1[C:12]2[O:11][CH2:10][CH2:9][N:8]([C:13]([O:15][C:16]([CH3:19])([CH3:18])[CH3:17])=[O:14])[CH2:7][C:6]=2[CH:5]=[CH:4][CH:3]=1, predict the reactants needed to synthesize it. (10) The reactants are: [NH2:1][C:2]1[CH:17]=[CH:16][CH:15]=[CH:14][C:3]=1[C:4]([NH:6][C:7]1[CH:12]=[CH:11][C:10]([Br:13])=[CH:9][CH:8]=1)=[O:5].[OH:18][CH2:19][CH2:20][O:21][C:22]1[C:29]([CH3:30])=[CH:28][C:25]([CH:26]=O)=[CH:24][C:23]=1[CH3:31]. Given the product [Br:13][C:10]1[CH:11]=[CH:12][C:7]([N:6]2[C:4](=[O:5])[C:3]3[C:2](=[CH:17][CH:16]=[CH:15][CH:14]=3)[N:1]=[C:26]2[C:25]2[CH:28]=[C:29]([CH3:30])[C:22]([O:21][CH2:20][CH2:19][OH:18])=[C:23]([CH3:31])[CH:24]=2)=[CH:8][CH:9]=1, predict the reactants needed to synthesize it.